Dataset: Retrosynthesis with 50K atom-mapped reactions and 10 reaction types from USPTO. Task: Predict the reactants needed to synthesize the given product. (1) Given the product COc1cc2nccc(Oc3cccc(O)c3)c2cc1OC, predict the reactants needed to synthesize it. The reactants are: COc1cc2nccc(Cl)c2cc1OC.Oc1cccc(O)c1. (2) Given the product CC(C)N1CCC(Oc2ccc3c(c2)cc(C(=O)N2CCOCC2)n3Cc2ccccc2)CC1, predict the reactants needed to synthesize it. The reactants are: BrCc1ccccc1.CC(C)N1CCC(Oc2ccc3[nH]c(C(=O)N4CCOCC4)cc3c2)CC1. (3) Given the product CCCC(=NO)C(C)C, predict the reactants needed to synthesize it. The reactants are: CCCC(=O)C(C)C.NO. (4) Given the product CCOC[C@]12Cc3cnn(-c4ccc(F)cc4)c3C=C1CCN(S(=O)(=O)c1ccc(N3CCCC3)nc1)C2, predict the reactants needed to synthesize it. The reactants are: C1CCNC1.CCOC[C@]12Cc3cnn(-c4ccc(F)cc4)c3C=C1CCN(S(=O)(=O)c1ccc(Cl)nc1)C2. (5) Given the product C[C@@H]1CN[C@H](c2ncc(I)[nH]2)C1, predict the reactants needed to synthesize it. The reactants are: C[C@H]1C[C@@H](c2ncc(I)[nH]2)N(C(=O)OC(C)(C)C)C1. (6) Given the product COC1=C(OC)C(=O)C(Cc2cccc(C(=O)Nc3ccc(N4CCOCC4)cc3)c2O)=C(C)C1=O, predict the reactants needed to synthesize it. The reactants are: COC1=C(OC)C(=O)C(Cc2cccc(C(=O)Nc3ccc(N4CCOCC4)cc3)c2OC(C)=O)=C(C)C1=O. (7) The reactants are: CN(C)CC[C@H](O)c1cccs1.Fc1cccc2ccccc12. Given the product O=C(O)C(=O)O, predict the reactants needed to synthesize it. (8) Given the product NC1(c2ccc(-c3c(-c4ccc5cnccc5c4)nc4n3-c3cccnc3Nc3ccccc3-4)cc2)CCC1, predict the reactants needed to synthesize it. The reactants are: CC(C)(C)OC(=O)NC1(c2ccc(-c3c(-c4ccc5cnccc5c4)nc4n3-c3cccnc3Nc3ccccc3-4)cc2)CCC1. (9) Given the product Cc1nn(-c2ccnn2C)c2c1C(c1ccc(Cl)cc1)NC2=O, predict the reactants needed to synthesize it. The reactants are: COc1ccc(CN2C(=O)c3c(c(C)nn3-c3ccnn3C)C2c2ccc(Cl)cc2)cc1.